Task: Predict the reaction yield, written as a fraction of the theoretical maximum amount of product (1.0 means a 100% yield; for example, 0.34 means a 34% yield).. Dataset: Reaction yield outcomes from USPTO patents with 853,638 reactions (1) The yield is 0.690. The product is [Br:14][C:15]1[CH:16]=[C:17]([N+:22]([O-:24])=[O:23])[C:18]([CH:4]([C:5]([O:7][CH2:8][CH3:9])=[O:6])[C:3]([O:11][CH2:12][CH3:13])=[O:10])=[N:19][CH:20]=1. The reactants are [H-].[Na+].[C:3]([O:11][CH2:12][CH3:13])(=[O:10])[CH2:4][C:5]([O:7][CH2:8][CH3:9])=[O:6].[Br:14][C:15]1[CH:16]=[C:17]([N+:22]([O-:24])=[O:23])[C:18](Cl)=[N:19][CH:20]=1. The catalyst is CN(C)C=O. (2) The reactants are [CH2:1]([CH:4]([C:10]([O-])=O)[C:5]([O:7][CH2:8][CH3:9])=[O:6])[CH2:2][CH3:3].N1CCCCC1.C=O. The catalyst is CCO. The product is [CH2:1]([C:4](=[CH2:10])[C:5]([O:7][CH2:8][CH3:9])=[O:6])[CH2:2][CH3:3]. The yield is 0.490.